This data is from Full USPTO retrosynthesis dataset with 1.9M reactions from patents (1976-2016). The task is: Predict the reactants needed to synthesize the given product. (1) Given the product [CH3:18][O:13][C:12]([C:8]1[CH:7]=[C:6]([O:5][C:4]2[CH:15]=[CH:16][CH:17]=[C:2]([NH2:1])[CH:3]=2)[CH:11]=[CH:10][N:9]=1)=[O:14], predict the reactants needed to synthesize it. The reactants are: [NH2:1][C:2]1[CH:3]=[C:4]([CH:15]=[CH:16][CH:17]=1)[O:5][C:6]1[CH:11]=[CH:10][N:9]=[C:8]([C:12]([OH:14])=[O:13])[CH:7]=1.[CH3:18]O. (2) Given the product [F:19][C:2]([F:1])([F:18])[C:3]1[CH:8]=[CH:7][N:6]=[C:5]([N:9]2[CH:13]=[C:12]([C:14]([OH:16])=[O:15])[N:11]=[CH:10]2)[CH:4]=1, predict the reactants needed to synthesize it. The reactants are: [F:1][C:2]([F:19])([F:18])[C:3]1[CH:8]=[CH:7][N:6]=[C:5]([N:9]2[CH:13]=[C:12]([C:14]([O:16]C)=[O:15])[N:11]=[CH:10]2)[CH:4]=1.[OH-].[Na+]. (3) The reactants are: [CH3:1][O:2][C:3]1[CH:12]=[C:11]2[C:6]([C:7](=O)[NH:8][CH:9]=[N:10]2)=[C:5]([O:14][CH:15]2[CH2:19][CH2:18][O:17][CH2:16]2)[CH:4]=1.[Cl:20][C:21]1[CH:22]=[C:23]([CH:25]=[CH:26][C:27]=1[F:28])[NH2:24]. Given the product [Cl:20][C:21]1[CH:22]=[C:23]([CH:25]=[CH:26][C:27]=1[F:28])[NH:24][C:7]1[C:6]2[C:11](=[CH:12][C:3]([O:2][CH3:1])=[CH:4][C:5]=2[O:14][CH:15]2[CH2:19][CH2:18][O:17][CH2:16]2)[N:10]=[CH:9][N:8]=1, predict the reactants needed to synthesize it. (4) Given the product [Br:28][C:25]1[CH:24]=[C:21]2[C:20](=[N:27][CH:26]=1)[NH:19][C:8](=[O:10])[C:7]([N:4]1[CH2:3][CH2:2][O:1][CH2:6][CH2:5]1)=[CH:22]2, predict the reactants needed to synthesize it. The reactants are: [O:1]1[CH2:6][CH2:5][N:4]([CH2:7][C:8]([O:10]CC)=O)[CH2:3][CH2:2]1.CC(C)([O-])C.[Na+].[NH2:19][C:20]1[N:27]=[CH:26][C:25]([Br:28])=[CH:24][C:21]=1[CH:22]=O. (5) Given the product [OH:1][C:2]1[CH:3]=[C:4]2[C:9](=[CH:10][CH:11]=1)[C:8](=[O:13])[N:7]([C:14]1[CH:15]=[CH:16][C:17]([OH:20])=[CH:18][CH:19]=1)[CH:6]=[C:5]2[C:21]1[CH:26]=[CH:25][CH:24]=[CH:23][CH:22]=1, predict the reactants needed to synthesize it. The reactants are: [OH:1][C:2]1[CH:3]=[C:4]2[C:9](=[C:10](O)[CH:11]=1)[C:8](=[O:13])[N:7]([C:14]1[CH:19]=[CH:18][C:17]([OH:20])=[CH:16][CH:15]=1)[CH:6]=[C:5]2[C:21]1[CH:26]=[CH:25][C:24](OC)=[CH:23][CH:22]=1.OC1C=C2C(=C(O)C=1)C(=O)N(C1C=CC(O)=CC=1)C=C2C1C=CC=CC=1.OC1C=C2C(=C(O)C=1)C(=O)N(C1C=CC(O)=CC=1)C=C2/C=C/C(O)=O.FC(F)(F)C1C=CC(N2C=CC3C(=CC=CC=3)C2=O)=CC=1.OC1C=C2C(=CC=1)C(=O)N(C1C=CC(CO)=CC=1)C=C2C1C=CC(O)=CC=1.BrCC1C=CC(N2C=C(C3C=CC(C(F)(F)F)=CC=3)C3C(=CC=C(O)C=3)C2=O)=CC=1O.OC1C=C2C(=C(C#N)C=1)C(=O)N(C1C=CC(O)=CC=1)C=C2C1C=C(F)C(F)=C(F)C=1.FC1C=C(C2C3C(=CC=C(O)C=3)C(=O)N(C3C=C(C=CC=3)C(N)=O)C=2)C=CC=1C(F)(F)F.FC1C=C(C2C3C(=CC=C(O)C=3)C(=O)N(C3C=CC(C(N)=O)=CC=3)C=2)C=CC=1C(F)(F)F. (6) Given the product [Br:3][C:4]1[CH:9]=[C:8]([CH3:29])[N:7]=[C:6]([C:10]2[CH2:14][CH2:13][C@:12]3([CH2:18][CH2:17][N:16]([CH2:21][O:22][CH2:23][CH2:24][Si:25]([CH3:28])([CH3:27])[CH3:26])[C:15]3=[O:19])[N:11]=2)[CH:5]=1, predict the reactants needed to synthesize it. The reactants are: [H-].[Na+].[Br:3][C:4]1[CH:9]=[CH:8][N:7]=[C:6]([C:10]2[CH2:14][CH2:13][C@:12]3([CH2:18][CH2:17][NH:16][C:15]3=[O:19])[N:11]=2)[CH:5]=1.Cl[CH2:21][O:22][CH2:23][CH2:24][Si:25]([CH3:28])([CH3:27])[CH3:26].[CH2:29]1COCC1. (7) Given the product [Cl:14][CH2:15][C:16]1[N:9]=[C:7]([C:6]2[CH:10]=[CH:11][C:3]([C:2]([F:1])([F:12])[F:13])=[CH:4][CH:5]=2)[S:8][CH:17]=1, predict the reactants needed to synthesize it. The reactants are: [F:1][C:2]([F:13])([F:12])[C:3]1[CH:11]=[CH:10][C:6]([C:7]([NH2:9])=[S:8])=[CH:5][CH:4]=1.[Cl:14][CH2:15][C:16](=O)[CH2:17]Cl.